Dataset: Full USPTO retrosynthesis dataset with 1.9M reactions from patents (1976-2016). Task: Predict the reactants needed to synthesize the given product. (1) Given the product [Br:1][C:2]1[CH:3]=[CH:4][CH:5]=[C:6]([CH:8]2[O:12][CH2:11][CH2:10][O:9]2)[N:7]=1, predict the reactants needed to synthesize it. The reactants are: [Br:1][C:2]1[N:7]=[C:6]([CH:8]=[O:9])[CH:5]=[CH:4][CH:3]=1.[CH2:10](O)[CH2:11][OH:12].CC1C=CC(S(O)(=O)=O)=CC=1. (2) Given the product [Cl:1][C:2]1[CH:3]=[C:4]([C:9]2[N:13]([C:14]3[CH:19]=[CH:18][CH:17]=[C:16]([Cl:23])[N:15]=3)[N:12]=[C:11]([C:20]([OH:22])=[O:21])[CH:10]=2)[CH:5]=[C:6]([F:8])[CH:7]=1, predict the reactants needed to synthesize it. The reactants are: [Cl:1][C:2]1[CH:3]=[C:4]([C:9]2[N:13]([C:14]3[CH:19]=[CH:18][CH:17]=[CH:16][N:15]=3)[N:12]=[C:11]([C:20]([OH:22])=[O:21])[CH:10]=2)[CH:5]=[C:6]([F:8])[CH:7]=1.[Cl:23]C1N=C(NN)C=CC=1. (3) Given the product [CH2:17]([O:16][C:14]([C:10]1([O:8][C:4]2[CH:5]=[CH:6][CH:7]=[C:2]([Br:1])[CH:3]=2)[CH2:13][CH2:12][CH2:11]1)=[O:15])[CH3:18], predict the reactants needed to synthesize it. The reactants are: [Br:1][C:2]1[CH:3]=[C:4]([OH:8])[CH:5]=[CH:6][CH:7]=1.Br[C:10]1([C:14]([O:16][CH2:17][CH3:18])=[O:15])[CH2:13][CH2:12][CH2:11]1.